Dataset: Forward reaction prediction with 1.9M reactions from USPTO patents (1976-2016). Task: Predict the product of the given reaction. (1) Given the reactants [OH:1][CH2:2][C:3]1[CH:4]=[C:5]([CH:9]=[C:10]([CH3:12])[N:11]=1)[C:6]([NH2:8])=O.N1C=CC=CC=1.FC(F)(F)C(OC(=O)C(F)(F)F)=O, predict the reaction product. The product is: [OH:1][CH2:2][C:3]1[CH:4]=[C:5]([CH:9]=[C:10]([CH3:12])[N:11]=1)[C:6]#[N:8]. (2) Given the reactants O[CH:2]=[C:3]1[C:11]2[C:6](=[CH:7][C:8]([C:12]([C:14]3[CH:15]=[C:16]([NH:20][C:21]([C:23]4[S:24][CH:25]=[CH:26][C:27]=4[CH3:28])=[O:22])[CH:17]=[CH:18][CH:19]=3)=[O:13])=[CH:9][CH:10]=2)[NH:5][C:4]1=[O:29].C1COCC1.[N:35]1([CH2:40][C:41]2[CH:46]=[CH:45][C:44]([NH2:47])=[CH:43][CH:42]=2)[CH2:39][CH2:38][CH2:37][CH2:36]1, predict the reaction product. The product is: [O:29]=[C:4]1[C:3](=[CH:2][NH:47][C:44]2[CH:43]=[CH:42][C:41]([CH2:40][N:35]3[CH2:39][CH2:38][CH2:37][CH2:36]3)=[CH:46][CH:45]=2)[C:11]2[C:6](=[CH:7][C:8]([C:12]([C:14]3[CH:15]=[C:16]([NH:20][C:21]([C:23]4[S:24][CH:25]=[CH:26][C:27]=4[CH3:28])=[O:22])[CH:17]=[CH:18][CH:19]=3)=[O:13])=[CH:9][CH:10]=2)[NH:5]1. (3) Given the reactants [O-]CC.[Na+].Cl.[N+:6]([C:9]1[O:13][C:12]([C:14](=[NH:18])OCC)=[CH:11][CH:10]=1)([O-:8])=[O:7].[NH2:19][C:20]1[CH:28]=[C:27]([F:29])[CH:26]=[CH:25][C:21]=1[C:22]([OH:24])=O, predict the reaction product. The product is: [F:29][C:27]1[CH:28]=[C:20]2[C:21]([C:22](=[O:24])[NH:18][C:14]([C:12]3[O:13][C:9]([N+:6]([O-:8])=[O:7])=[CH:10][CH:11]=3)=[N:19]2)=[CH:25][CH:26]=1. (4) Given the reactants [CH:1]1([CH2:4][O:5][C:6]2[C:11]([O:12][CH3:13])=[CH:10][CH:9]=[CH:8][C:7]=2/[CH:14]=[CH:15]/[C:16](/[OH:27])=[CH:17]/[C:18]([C:20]2[CH:25]=[CH:24][CH:23]=[CH:22][C:21]=2O)=[O:19])[CH2:3][CH2:2]1.O.C1(C)C=CC(S(O)(=O)=O)=CC=1.O, predict the reaction product. The product is: [CH:1]1([CH2:4][O:5][C:6]2[C:11]([O:12][CH3:13])=[CH:10][CH:9]=[CH:8][C:7]=2/[CH:14]=[CH:15]/[C:16]2[O:27][C:21]3[C:20]([C:18](=[O:19])[CH:17]=2)=[CH:25][CH:24]=[CH:23][CH:22]=3)[CH2:2][CH2:3]1. (5) Given the reactants [N+:1]([C:4]1[CH:9]=[CH:8][C:7]([C@H:10]2[CH2:15][CH2:14][C@H:13]([OH:16])[CH2:12][CH2:11]2)=[CH:6][CH:5]=1)([O-:3])=[O:2].[H-].[Na+].[Na+].I[CH2:21][C:22]([O-:24])=[O:23].[CH2:25]1COCC1, predict the reaction product. The product is: [CH3:25][O:24][C:22](=[O:23])[CH2:21][O:16][C@H:13]1[CH2:14][CH2:15][C@H:10]([C:7]2[CH:6]=[CH:5][C:4]([N+:1]([O-:3])=[O:2])=[CH:9][CH:8]=2)[CH2:11][CH2:12]1. (6) Given the reactants [NH2:1][C:2]1[N:7]=[C:6]([Cl:8])[CH:5]=[C:4]([Cl:9])[N:3]=1.[CH:10]([C:12]1[N:13]=[CH:14][NH:15][CH:16]=1)=O.C(O)C.[BH4-].[Na+], predict the reaction product. The product is: [Cl:9][C:4]1[CH:5]=[C:6]([Cl:8])[N:7]=[C:2]([NH:1][CH2:10][C:12]2[N:13]=[CH:14][NH:15][CH:16]=2)[N:3]=1. (7) Given the reactants [NH:1]([C:36]([O:38][C:39]([CH3:42])([CH3:41])[CH3:40])=[O:37])[C@@H:2]([C:10]([NH:12][C@H:13]([C:18]([N:20]1[CH2:35][CH2:34][CH2:33][CH2:32][CH:21]1[C:22]([O:24]CC1C=CC=CC=1)=[O:23])=[O:19])[C@H:14]([CH2:16][CH3:17])[CH3:15])=[O:11])[CH2:3][CH:4]1[CH2:9][CH2:8][CH2:7][CH2:6][CH2:5]1, predict the reaction product. The product is: [NH:1]([C:36]([O:38][C:39]([CH3:41])([CH3:40])[CH3:42])=[O:37])[C@@H:2]([C:10]([NH:12][C@H:13]([C:18]([N:20]1[CH2:35][CH2:34][CH2:33][CH2:32][CH:21]1[C:22]([OH:24])=[O:23])=[O:19])[C@H:14]([CH2:16][CH3:17])[CH3:15])=[O:11])[CH2:3][CH:4]1[CH2:9][CH2:8][CH2:7][CH2:6][CH2:5]1. (8) Given the reactants Cl[CH2:2][C:3]1[CH:25]=[CH:24][C:6]2[S:7][CH:8]=[C:9]([C:10]3[CH:22]=[CH:21][C:13]([O:14][CH:15]4[CH2:20][CH2:19][O:18][CH2:17][CH2:16]4)=[CH:12][C:11]=3[CH3:23])[C:5]=2[CH:4]=1.[OH:26][C:27]1[CH:32]=[CH:31][C:30]([C@@H:33]([C:40]#[C:41][CH3:42])[CH2:34][C:35]([O:37][CH2:38][CH3:39])=[O:36])=[CH:29][CH:28]=1, predict the reaction product. The product is: [CH3:23][C:11]1[CH:12]=[C:13]([O:14][CH:15]2[CH2:16][CH2:17][O:18][CH2:19][CH2:20]2)[CH:21]=[CH:22][C:10]=1[C:9]1[C:5]2[CH:4]=[C:3]([CH2:2][O:26][C:27]3[CH:28]=[CH:29][C:30]([C@@H:33]([C:40]#[C:41][CH3:42])[CH2:34][C:35]([O:37][CH2:38][CH3:39])=[O:36])=[CH:31][CH:32]=3)[CH:25]=[CH:24][C:6]=2[S:7][CH:8]=1. (9) Given the reactants [Br:1][C:2]1[N:6]2[C:7](=[O:15])[CH:8]=[C:9]([CH2:11][C:12](=[S:14])[NH2:13])[N:10]=[C:5]2[S:4][C:3]=1[CH3:16].Br[CH2:18][C:19](=O)[C:20]([F:23])([F:22])[F:21], predict the reaction product. The product is: [Br:1][C:2]1[N:6]2[C:7](=[O:15])[CH:8]=[C:9]([CH2:11][C:12]3[S:14][CH:18]=[C:19]([C:20]([F:23])([F:22])[F:21])[N:13]=3)[N:10]=[C:5]2[S:4][C:3]=1[CH3:16]. (10) Given the reactants [CH3:1][O:2][C:3](=[O:19])[C:4]1[CH:9]=[CH:8][C:7]([CH2:10]Br)=[CH:6][C:5]=1[O:12][C:13]1[CH:18]=[CH:17][CH:16]=[CH:15][CH:14]=1.C1OCCOCCOCCOCCOCCOC1.[N:38]1[CH:43]=[CH:42][CH:41]=[C:40]([O:44]C2C=NC=CC=2)[CH:39]=1.[K], predict the reaction product. The product is: [CH3:1][O:2][C:3](=[O:19])[C:4]1[CH:9]=[CH:8][C:7]([CH2:10][O:44][C:40]2[CH:39]=[N:38][CH:43]=[CH:42][CH:41]=2)=[CH:6][C:5]=1[O:12][C:13]1[CH:18]=[CH:17][CH:16]=[CH:15][CH:14]=1.